From a dataset of Catalyst prediction with 721,799 reactions and 888 catalyst types from USPTO. Predict which catalyst facilitates the given reaction. (1) Reactant: C(OC(=O)[NH:7][C@H:8]1[CH2:12][CH2:11][N:10]([C:13]2[CH:18]=[CH:17][C:16]([O:19][CH2:20][C:21]3[CH:26]=[CH:25][CH:24]=[CH:23][CH:22]=3)=[CH:15][CH:14]=2)[C:9]1=[O:27])(C)(C)C.[ClH:29]. Product: [ClH:29].[NH2:7][C@H:8]1[CH2:12][CH2:11][N:10]([C:13]2[CH:14]=[CH:15][C:16]([O:19][CH2:20][C:21]3[CH:22]=[CH:23][CH:24]=[CH:25][CH:26]=3)=[CH:17][CH:18]=2)[C:9]1=[O:27]. The catalyst class is: 12. (2) Product: [OH:26][CH:24]1[CH:8]([OH:19])[CH:7]2[CH2:10][CH:25]1[CH:2]1[CH:6]2[CH2:5][O:4][C:3]1=[O:11]. The catalyst class is: 6. Reactant: C12[CH2:10][CH:7]([CH:8]=C1)[CH:6]1[CH:2]2[C:3](=[O:11])[O:4][CH2:5]1.[Mn]([O-])(=O)(=O)=O.[K+].S([O-])([O-])(=O)=[O:19].[Mg+2].[CH2:24]([OH:26])[CH3:25]. (3) Reactant: Cl[C:2]1[C:11]([N+:12]([O-:14])=[O:13])=[CH:10][C:5]([C:6]([O:8][CH3:9])=[O:7])=[CH:4][C:3]=1[O:15][CH3:16].[CH3:17][NH2:18]. Product: [CH3:16][O:15][C:3]1[CH:4]=[C:5]([CH:10]=[C:11]([N+:12]([O-:14])=[O:13])[C:2]=1[NH:18][CH3:17])[C:6]([O:8][CH3:9])=[O:7]. The catalyst class is: 9. (4) Reactant: [CH3:1][C:2]([CH3:58])([CH2:10][C:11]([O:13][C@H:14]1[CH2:31][CH2:30][C@@:29]2([CH3:32])[C@@H:16]([CH2:17][CH2:18][C@:19]3([CH3:55])[C@@H:28]2[CH2:27][CH2:26][C@H:25]2[C@@:20]3([CH3:54])[CH2:21][CH2:22][C@@:23]3(/[CH:40]=[CH:41]/[C:42]([NH:44][C@@H:45]([C:47]4[CH:52]=[CH:51][CH:50]=[C:49]([Cl:53])[CH:48]=4)[CH3:46])=[O:43])[CH2:35][C:34](=[O:36])[C:33]([CH:37]([CH3:39])[CH3:38])=[C:24]32)[C:15]1([CH3:57])[CH3:56])=[O:12])[C:3]([O:5]C(C)(C)C)=[O:4].C(O)(C(F)(F)F)=O. Product: [Cl:53][C:49]1[CH:48]=[C:47]([C@H:45]([NH:44][C:42](=[O:43])/[CH:41]=[CH:40]/[C@:23]23[CH2:35][C:34](=[O:36])[C:33]([CH:37]([CH3:39])[CH3:38])=[C:24]2[C@@H:25]2[C@@:20]([CH3:54])([CH2:21][CH2:22]3)[C@@:19]3([CH3:55])[C@@H:28]([C@:29]4([CH3:32])[C@@H:16]([CH2:17][CH2:18]3)[C:15]([CH3:56])([CH3:57])[C@@H:14]([O:13][C:11](=[O:12])[CH2:10][C:2]([CH3:1])([CH3:58])[C:3]([OH:5])=[O:4])[CH2:31][CH2:30]4)[CH2:27][CH2:26]2)[CH3:46])[CH:52]=[CH:51][CH:50]=1. The catalyst class is: 2. (5) Reactant: [Cl:1][C:2]1[C:3]([N:8]2[CH2:13][CH2:12][N:11]([C:14](=[S:16])[NH2:15])[CH2:10][CH2:9]2)=[N:4][CH:5]=[CH:6][CH:7]=1.Cl[CH2:18][C:19](O)=[O:20]. Product: [Cl:1][C:2]1[C:3]([N:8]2[CH2:13][CH2:12][N:11]([C:14]3[S:16][CH2:18][C:19](=[O:20])[N:15]=3)[CH2:10][CH2:9]2)=[N:4][CH:5]=[CH:6][CH:7]=1. The catalyst class is: 14.